From a dataset of Catalyst prediction with 721,799 reactions and 888 catalyst types from USPTO. Predict which catalyst facilitates the given reaction. (1) Reactant: [CH2:1]([O:3][C:4](=[O:18])[NH:5][C:6]1[CH:17]=[CH:16][C:9]2[C:10](=[O:15])[CH2:11][S:12][CH2:13][CH2:14][C:8]=2[CH:7]=1)[CH3:2].CO.CC(C)([O-])C.[Li+].C(OC(CCl)[CH2:32][NH:33][C:34](=[O:36])[CH3:35])(=O)C. Product: [O:18]=[C:4]1[N:5]([C:6]2[CH:17]=[CH:16][C:9]3[C:10](=[O:15])[CH2:11][S:12][CH2:13][CH2:14][C:8]=3[CH:7]=2)[CH2:2][C@H:1]([CH2:32][NH:33][C:34](=[O:36])[CH3:35])[O:3]1. The catalyst class is: 9. (2) Reactant: [C:1]1([S:7]([N:10]2[C:14]3=[N:15][CH:16]=[C:17]([F:19])[CH:18]=[C:13]3[CH:12]=[C:11]2[C:20](=[O:25])[CH2:21][CH:22]([CH3:24])[CH3:23])(=[O:9])=[O:8])[CH:6]=[CH:5][CH:4]=[CH:3][CH:2]=1.C[Si]([N-][Si](C)(C)C)(C)C.[Li+].[C:36]1([CH3:56])[CH:41]=[CH:40][C:39]([S:42](O[S:42]([C:39]2[CH:40]=[CH:41][C:36]([CH3:56])=[CH:37][CH:38]=2)(=[O:44])=[O:43])(=[O:44])=[O:43])=[CH:38][CH:37]=1. Product: [C:1]1([S:7]([N:10]2[C:14]3=[N:15][CH:16]=[C:17]([F:19])[CH:18]=[C:13]3[CH:12]=[C:11]2[C:20]([O:25][S:42]([C:39]2[CH:40]=[CH:41][C:36]([CH3:56])=[CH:37][CH:38]=2)(=[O:44])=[O:43])=[CH:21][CH:22]([CH3:23])[CH3:24])(=[O:9])=[O:8])[CH:2]=[CH:3][CH:4]=[CH:5][CH:6]=1. The catalyst class is: 7.